From a dataset of Catalyst prediction with 721,799 reactions and 888 catalyst types from USPTO. Predict which catalyst facilitates the given reaction. (1) Product: [N:9]([CH2:2][CH2:3][CH2:4][CH2:5][CH2:6][CH2:7][OH:8])=[N+:10]=[N-:11]. Reactant: Br[CH2:2][CH2:3][CH2:4][CH2:5][CH2:6][CH2:7][OH:8].[N-:9]=[N+:10]=[N-:11].[Na+]. The catalyst class is: 3. (2) Reactant: [N+](=[C:3]1[C:11]2[C:6](=[CH:7][CH:8]=[CH:9][CH:10]=2)[NH:5][C:4]1=[O:12])=[N-].[CH3:13][O:14][C:15]1[O:16][CH:17]=[CH:18][CH:19]=1. Product: [O:12]=[C:4]1[NH:5][C:6]2[C:11](/[C:3]/1=[CH:17]\[CH:18]=[CH:19]/[C:15]([O:14][CH3:13])=[O:16])=[CH:10][CH:9]=[CH:8][CH:7]=2. The catalyst class is: 81. (3) Reactant: [F:1][C:2]([F:21])([F:20])[C:3]1[CH:8]=[CH:7][C:6]([C:9]2[CH:10]=[C:11]3[C:16](=[CH:17][CH:18]=2)[NH:15][C:14](=[O:19])[CH2:13][NH:12]3)=[CH:5][CH:4]=1.C(=O)([O-])[O-].[Na+].[Na+].Br[CH2:29][C:30]([NH2:32])=[O:31].C(OCC)(=O)C. Product: [O:19]=[C:14]1[NH:15][C:16]2[C:11](=[CH:10][C:9]([C:6]3[CH:5]=[CH:4][C:3]([C:2]([F:1])([F:20])[F:21])=[CH:8][CH:7]=3)=[CH:18][CH:17]=2)[N:12]([CH2:29][C:30]([NH2:32])=[O:31])[CH2:13]1. The catalyst class is: 18. (4) Reactant: [OH-].[Li+].[F:3][C:4]1[CH:5]=[N:6][C:7]([NH:14][C:15]2[CH:20]=[CH:19][CH:18]=[C:17]([F:21])[CH:16]=2)=[C:8]([CH:13]=1)[C:9]([O:11]C)=[O:10]. Product: [F:3][C:4]1[CH:5]=[N:6][C:7]([NH:14][C:15]2[CH:20]=[CH:19][CH:18]=[C:17]([F:21])[CH:16]=2)=[C:8]([CH:13]=1)[C:9]([OH:11])=[O:10]. The catalyst class is: 20. (5) Reactant: [Si]([O:8][CH2:9][CH2:10][C:11]1[CH:16]=[CH:15][C:14]([N:17]([CH2:38][CH2:39][CH:40]([C:47]2[CH:52]=[CH:51][CH:50]=[CH:49][CH:48]=2)[C:41]2[CH:46]=[CH:45][CH:44]=[CH:43][CH:42]=2)[C:18]([NH:20][C:21]2[S:22][C:23]([Cl:37])=[C:24]([C:26]3[CH:31]=[CH:30][C:29]([NH:32][S:33]([CH3:36])(=[O:35])=[O:34])=[CH:28][CH:27]=3)[N:25]=2)=[O:19])=[CH:13][CH:12]=1)(C(C)(C)C)(C)C.CCCC[N+](CCCC)(CCCC)CCCC.[F-]. Product: [Cl:37][C:23]1[S:22][C:21]([NH:20][C:18](=[O:19])[N:17]([CH2:38][CH2:39][CH:40]([C:47]2[CH:52]=[CH:51][CH:50]=[CH:49][CH:48]=2)[C:41]2[CH:46]=[CH:45][CH:44]=[CH:43][CH:42]=2)[C:14]2[CH:13]=[CH:12][C:11]([CH2:10][CH2:9][OH:8])=[CH:16][CH:15]=2)=[N:25][C:24]=1[C:26]1[CH:31]=[CH:30][C:29]([NH:32][S:33]([CH3:36])(=[O:34])=[O:35])=[CH:28][CH:27]=1. The catalyst class is: 1. (6) Reactant: C([N:4]1[C:45]2[C:40](=[CH:41][CH:42]=[C:43]([Cl:46])[CH:44]=2)[C@@:6]2([C@@H:10]([C:11]3[CH:16]=[CH:15][CH:14]=[C:13]([Cl:17])[C:12]=3[F:18])[C@H:9]([C:19]([NH:21][CH:22]3[CH2:27][CH2:26][CH:25]([O:28]C(=O)C)[CH2:24][CH2:23]3)=[O:20])[N:8]([C:32](=[O:34])[CH3:33])[C@H:7]2[CH2:35][C:36]([CH3:39])([CH3:38])[CH3:37])[C:5]1=[O:47])(=O)C.C(=O)([O-])[O-].[K+].[K+]. The catalyst class is: 5. Product: [OH:28][C@H:25]1[CH2:24][CH2:23][C@H:22]([NH:21][C:19]([C@@H:9]2[N:8]([C:32](=[O:34])[CH3:33])[C@@H:7]([CH2:35][C:36]([CH3:39])([CH3:38])[CH3:37])[C@:6]3([C:40]4[C:45](=[CH:44][C:43]([Cl:46])=[CH:42][CH:41]=4)[NH:4][C:5]3=[O:47])[C@H:10]2[C:11]2[CH:16]=[CH:15][CH:14]=[C:13]([Cl:17])[C:12]=2[F:18])=[O:20])[CH2:27][CH2:26]1. (7) Reactant: C1(P(C2C=CC=CC=2)C2C=CC=CC=2)C=CC=CC=1.BrN1C(=O)CCC1=O.[Cl:28][C:29]1[CH:30]=[C:31]([CH:39]([CH2:43][CH:44]2[CH2:48][CH2:47][CH2:46][CH2:45]2)[C:40]([OH:42])=O)[CH:32]=[CH:33][C:34]=1[S:35]([CH3:38])(=[O:37])=[O:36].[NH2:49][C:50]1[CH:55]=[CH:54][C:53]([Cl:56])=[CH:52][N:51]=1.N1C=CC=CC=1. Product: [Cl:28][C:29]1[CH:30]=[C:31]([CH:39]([CH2:43][CH:44]2[CH2:48][CH2:47][CH2:46][CH2:45]2)[C:40]([NH:49][C:50]2[CH:55]=[CH:54][C:53]([Cl:56])=[CH:52][N:51]=2)=[O:42])[CH:32]=[CH:33][C:34]=1[S:35]([CH3:38])(=[O:36])=[O:37]. The catalyst class is: 34. (8) Reactant: [Cl:1][C:2]1[C:10]2[NH:9][N:8]=[CH:7][C:6]=2[C:5]2[CH2:11][N:12]([CH2:22][C:23]3[CH:28]=[CH:27][N:26]=[CH:25][CH:24]=3)[C:13](=[O:21])[C@H:14]([CH2:16][C:17]([O:19]C)=[O:18])[CH2:15][C:4]=2[CH:3]=1. Product: [ClH:1].[ClH:1].[Cl:1][C:2]1[C:10]2[NH:9][N:8]=[CH:7][C:6]=2[C:5]2[CH2:11][N:12]([CH2:22][C:23]3[CH:24]=[CH:25][N:26]=[CH:27][CH:28]=3)[C:13](=[O:21])[C@H:14]([CH2:16][C:17]([OH:19])=[O:18])[CH2:15][C:4]=2[CH:3]=1. The catalyst class is: 33.